Dataset: Full USPTO retrosynthesis dataset with 1.9M reactions from patents (1976-2016). Task: Predict the reactants needed to synthesize the given product. (1) Given the product [O:25]1[C:24]2[CH:13]=[CH:12][CH:8]=[CH:7][C:6]=2[CH2:5][C:4](=[O:15])[NH:18]1, predict the reactants needed to synthesize it. The reactants are: C(Cl)Cl.[C:4]([OH:15])(=O)[C:5]1[CH:13]=[CH:12][C:8](C(O)=O)=[CH:7][CH:6]=1.C([N:18](CC)CC)C.[Cl-].[CH3:24][OH:25]. (2) The reactants are: Br[C:2]1[N:3]([CH2:15][CH2:16]Cl)[C:4]2[C:9]([C:10]=1[CH:11]=[O:12])=[CH:8][C:7]([O:13][CH3:14])=[CH:6][CH:5]=2.[Na+].[Cl-].O.[CH3:21][N:22]1[CH2:27][CH2:26][NH:25][CH2:24][CH2:23]1. Given the product [CH3:14][O:13][C:7]1[CH:8]=[C:9]2[C:4](=[CH:5][CH:6]=1)[N:3]([CH2:15][CH2:16][N:25]1[CH2:26][CH2:27][N:22]([CH3:21])[CH2:23][CH2:24]1)[C:2]([N:25]1[CH2:26][CH2:27][N:22]([CH3:21])[CH2:23][CH2:24]1)=[C:10]2[CH:11]=[O:12], predict the reactants needed to synthesize it. (3) Given the product [F:25][C:2]([F:1])([F:24])[S:3][CH2:4][CH2:5][CH2:6][CH2:7][CH2:8][O:9][C:10]1[CH:15]=[C:14]([S:16]([CH2:17][C:18]([F:21])([F:19])[F:20])=[O:34])[C:13]([Cl:22])=[CH:12][C:11]=1[F:23], predict the reactants needed to synthesize it. The reactants are: [F:1][C:2]([F:25])([F:24])[S:3][CH2:4][CH2:5][CH2:6][CH2:7][CH2:8][O:9][C:10]1[CH:15]=[C:14]([S:16][CH2:17][C:18]([F:21])([F:20])[F:19])[C:13]([Cl:22])=[CH:12][C:11]=1[F:23].ClC1C=CC=C(C(OO)=[O:34])C=1.CCCCCC.C(OCC)(=O)C. (4) Given the product [F:13][C:14]1[CH:19]=[CH:18][C:17]([NH:20][C:3](=[O:4])[CH:2]([N:38]2[CH2:37][CH:34]3[CH:33]([C:32](=[O:40])[N:31]([C:28]4[CH:29]=[CH:30][C:25]([O:24][CH2:23][C:22]([F:21])([F:41])[F:42])=[CH:26][CH:27]=4)[CH2:36][CH2:35]3)[CH2:39]2)[CH:6]([CH3:8])[CH3:7])=[CH:16][CH:15]=1, predict the reactants needed to synthesize it. The reactants are: Br[CH:2]([CH:6]([CH3:8])[CH3:7])[C:3](O)=[O:4].O=S(Cl)Cl.[F:13][C:14]1[CH:19]=[CH:18][C:17]([NH2:20])=[CH:16][CH:15]=1.[F:21][C:22]([F:42])([F:41])[CH2:23][O:24][C:25]1[CH:30]=[CH:29][C:28]([N:31]2[CH2:36][CH2:35][CH:34]3[CH2:37][NH:38][CH2:39][CH:33]3[C:32]2=[O:40])=[CH:27][CH:26]=1.C([O-])([O-])=O.[K+].[K+].